Dataset: CYP2C19 inhibition data for predicting drug metabolism from PubChem BioAssay. Task: Regression/Classification. Given a drug SMILES string, predict its absorption, distribution, metabolism, or excretion properties. Task type varies by dataset: regression for continuous measurements (e.g., permeability, clearance, half-life) or binary classification for categorical outcomes (e.g., BBB penetration, CYP inhibition). Dataset: cyp2c19_veith. (1) The molecule is CN1CCN(c2ncc3nc(-c4cc(F)cc(F)c4)c(=O)n(Cc4cccs4)c3n2)CC1. The result is 0 (non-inhibitor). (2) The drug is Cc1cc(Cl)ccc1OCC(=O)Oc1c(Cl)c(Cl)c(Cl)c(Cl)c1Cl. The result is 0 (non-inhibitor). (3) The molecule is CC(C)(C)C(=O)N1CCC(O)(CS(=O)(=O)Cc2ccc(Cl)cc2)CC1. The result is 0 (non-inhibitor). (4) The drug is CCOC(=O)Cc1csc(NC(=S)NC(=O)c2ccc(F)cc2)n1. The result is 0 (non-inhibitor). (5) The drug is O=C1[C@H]2CC[C@@H]3/C(=N\OCc4ccccc4)C[C@@H](O)[C@@H](O)[C@@H]3[C@@H]2C(=O)N1Cc1ccccc1. The result is 0 (non-inhibitor). (6) The compound is CC(=O)C=NCC(=O)O. The result is 0 (non-inhibitor). (7) The compound is COc1ccccc1-c1ccc2ncnc(NCc3cccnc3)c2c1. The result is 1 (inhibitor). (8) The molecule is COc1ccccc1-n1c(CNC(=O)c2ccco2)nnc1SCC(=O)Nc1ccc(F)cc1. The result is 0 (non-inhibitor). (9) The compound is CCN1CCc2c(sc(NC(=S)NC(=O)c3ccccc3)c2C#N)C1. The result is 0 (non-inhibitor).